From a dataset of Catalyst prediction with 721,799 reactions and 888 catalyst types from USPTO. Predict which catalyst facilitates the given reaction. (1) Reactant: [H-].[H-].[H-].[H-].[Li+].[Al+3].[C:7]([NH:10][C:11]1[S:12][CH:13]=[C:14]([CH2:16][C:17](OCC)=[O:18])[N:15]=1)(=O)[CH3:8].O.[OH-].[Na+]. Product: [CH2:7]([NH:10][C:11]1[S:12][CH:13]=[C:14]([CH2:16][CH2:17][OH:18])[N:15]=1)[CH3:8]. The catalyst class is: 1. (2) Reactant: [NH2:1][C:2]1[N:3]([CH3:22])[C:4](=[O:21])[C:5]2([N:20]=1)[C:14]1[CH:13]=[C:12](Br)[CH:11]=[CH:10][C:9]=1[O:8][C@@H:7]1[CH2:16][CH2:17][O:18][CH2:19][C@@H:6]21.[Cl:23][C:24]1[CH:25]=[C:26](B(O)O)[CH:27]=[C:28]([F:30])[CH:29]=1.C([O-])([O-])=O.[Na+].[Na+]. Product: [NH2:1][C:2]1[N:3]([CH3:22])[C:4](=[O:21])[C@:5]2([N:20]=1)[C:14]1[CH:13]=[C:12]([C:26]3[CH:27]=[C:28]([F:30])[CH:29]=[C:24]([Cl:23])[CH:25]=3)[CH:11]=[CH:10][C:9]=1[O:8][C@@H:7]1[CH2:16][CH2:17][O:18][CH2:19][C@@H:6]21. The catalyst class is: 203. (3) Reactant: [OH:1][C:2]1[C:11]2[C:6](=[CH:7][CH:8]=[CH:9][CH:10]=2)[N:5]([CH2:12][CH2:13][CH:14]([CH3:16])[CH3:15])[C:4](=[O:17])[C:3]=1[C:18]1[NH:23][C:22]2[CH:24]=[CH:25][C:26]([OH:28])=[CH:27][C:21]=2[S:20](=[O:30])(=[O:29])[N:19]=1.C(=O)([O-])[O-].[K+].[K+].Br[CH2:38][C:39]#[N:40].Cl. Product: [OH:1][C:2]1[C:11]2[C:6](=[CH:7][CH:8]=[CH:9][CH:10]=2)[N:5]([CH2:12][CH2:13][CH:14]([CH3:16])[CH3:15])[C:4](=[O:17])[C:3]=1[C:18]1[NH:23][C:22]2[CH:24]=[CH:25][C:26]([O:28][CH2:38][C:39]#[N:40])=[CH:27][C:21]=2[S:20](=[O:29])(=[O:30])[N:19]=1. The catalyst class is: 136. (4) The catalyst class is: 11. Reactant: [CH3:1][O:2][C:3]1[CH:4]=[C:5]2[C:10](=[CH:11][C:12]=1[O:13][CH3:14])[N:9]=[CH:8][N:7]=[C:6]2[N:15]1[CH2:20][CH2:19][NH:18][CH2:17][CH2:16]1.[Cl:21][CH2:22][C:23]1[CH:28]=[CH:27][C:26]([N:29]=[C:30]=[O:31])=[CH:25][CH:24]=1. Product: [Cl:21][CH2:22][C:23]1[CH:28]=[CH:27][C:26]([NH:29][C:30]([N:18]2[CH2:17][CH2:16][N:15]([C:6]3[C:5]4[C:10](=[CH:11][C:12]([O:13][CH3:14])=[C:3]([O:2][CH3:1])[CH:4]=4)[N:9]=[CH:8][N:7]=3)[CH2:20][CH2:19]2)=[O:31])=[CH:25][CH:24]=1. (5) Reactant: [CH3:1][C:2]1([CH3:20])[O:6][C@@H:5]([C@@H:7]2[C@@H:11]3[O:12][C:13]([CH3:16])([CH3:15])[O:14][C@:10]3([CH2:17][OH:18])[C:9](=[O:19])[O:8]2)[CH2:4][O:3]1.[Na].[H-].Br[CH2:24][CH2:25][O:26][CH2:27][C:28]1[CH:33]=[CH:32][CH:31]=[CH:30][CH:29]=1. Product: [CH2:27]([O:26][CH2:25][CH2:24][O:18][CH2:17][C@@:10]12[C:9](=[O:19])[O:8][C@H:7]([C@H:5]3[CH2:4][O:3][C:2]([CH3:20])([CH3:1])[O:6]3)[C@@H:11]1[O:12][C:13]([CH3:15])([CH3:16])[O:14]2)[C:28]1[CH:33]=[CH:32][CH:31]=[CH:30][CH:29]=1. The catalyst class is: 3. (6) Reactant: [CH3:1][O:2][C:3]1[CH:8]=[CH:7][C:6]([S:9]([CH:12]2[S:16][C:15](=[O:17])[NH:14][C:13]2=[O:18])(=[O:11])=[O:10])=[CH:5][CH:4]=1.Br[CH2:20][C:21]1[CH:26]=[CH:25][C:24]([C:27]2[CH:32]=[C:31]([C:33]([F:36])([F:35])[F:34])[CH:30]=[C:29]([C:37]([F:40])([F:39])[F:38])[CH:28]=2)=[CH:23][CH:22]=1.C(OCC)C. Product: [F:34][C:33]([F:35])([F:36])[C:31]1[CH:32]=[C:27]([CH:28]=[C:29]([C:37]([F:40])([F:38])[F:39])[CH:30]=1)[C:24]1[CH:25]=[CH:26][C:21]([CH2:20][C:12]2([S:9]([C:6]3[CH:7]=[CH:8][C:3]([O:2][CH3:1])=[CH:4][CH:5]=3)(=[O:10])=[O:11])[S:16][C:15](=[O:17])[NH:14][C:13]2=[O:18])=[CH:22][CH:23]=1. The catalyst class is: 9.